From a dataset of Forward reaction prediction with 1.9M reactions from USPTO patents (1976-2016). Predict the product of the given reaction. Given the reactants [CH:1]1([C:4]2[CH:8]=[C:7]([CH:9]3[CH2:11][CH2:10]3)[N:6]([C:12]3[CH:17]=[CH:16][C:15]([NH:18][C:19](=[O:27])[CH2:20][C:21]4[CH:26]=[CH:25][N:24]=[CH:23][CH:22]=4)=[CH:14][CH:13]=3)[N:5]=2)[CH2:3][CH2:2]1.N1C=CC(CC(O)=O)=CC=1.[ClH:38], predict the reaction product. The product is: [ClH:38].[CH:1]1([C:4]2[CH:8]=[C:7]([CH:9]3[CH2:10][CH2:11]3)[N:6]([C:12]3[CH:13]=[CH:14][C:15]([NH:18][C:19](=[O:27])[CH2:20][C:21]4[CH:26]=[CH:25][N:24]=[CH:23][CH:22]=4)=[CH:16][CH:17]=3)[N:5]=2)[CH2:3][CH2:2]1.